Predict the product of the given reaction. From a dataset of Forward reaction prediction with 1.9M reactions from USPTO patents (1976-2016). (1) Given the reactants Br[C:2]1[C:3]2[C:4]3[CH:17]=[CH:16][S:15][C:5]=3[C:6](=[O:14])[NH:7][C:8]=2[CH:9]=[CH:10][C:11]=1[O:12][CH3:13].[CH3:18][C:19]([C:30]1[CH:35]=[CH:34][C:33](B2OC(C)(C)C(C)(C)O2)=[CH:32][CH:31]=1)([CH3:29])[CH2:20][NH:21][C:22](=[O:28])[O:23][C:24]([CH3:27])([CH3:26])[CH3:25], predict the reaction product. The product is: [CH3:13][O:12][C:11]1[CH:10]=[CH:9][C:8]2[NH:7][C:6](=[O:14])[C:5]3[S:15][CH:16]=[CH:17][C:4]=3[C:3]=2[C:2]=1[C:33]1[CH:32]=[CH:31][C:30]([C:19]([CH3:29])([CH3:18])[CH2:20][NH:21][C:22](=[O:28])[O:23][C:24]([CH3:26])([CH3:25])[CH3:27])=[CH:35][CH:34]=1. (2) The product is: [C:15]([C@H:19]1[C:46](=[O:47])[N:45]2[CH2:48][C@@H:42]([CH2:43][C@H:44]2[C:49](=[O:50])[NH:51][C@:52]2([C:57](=[O:66])[NH:58][S:59]([C:62]3([CH3:65])[CH2:63][CH2:64]3)(=[O:60])=[O:61])[CH2:54][C@H:53]2[CH:55]=[CH2:56])[O:41][C:31]2=[N:32][C:33]3[CH:34]=[CH:35][CH:36]=[CH:37][C:38]=3[C:39]([O:1][CH2:2][C@H:3]3[CH2:7][CH2:6][N:5]([C:8]([O:10][C:11]([CH3:14])([CH3:13])[CH3:12])=[O:9])[CH2:4]3)=[C:30]2[CH2:29][CH2:28][CH2:27][CH2:26][CH2:25][C@@H:24]2[CH2:67][C@H:23]2[O:22][C:21](=[O:68])[NH:20]1)([CH3:16])([CH3:17])[CH3:18]. Given the reactants [OH:1][CH2:2][C@H:3]1[CH2:7][CH2:6][N:5]([C:8]([O:10][C:11]([CH3:14])([CH3:13])[CH3:12])=[O:9])[CH2:4]1.[C:15]([C@H:19]1[C:46](=[O:47])[N:45]2[CH2:48][C@@H:42]([CH2:43][C@H:44]2[C:49]([NH:51][C@:52]2([C:57](=[O:66])[NH:58][S:59]([C:62]3([CH3:65])[CH2:64][CH2:63]3)(=[O:61])=[O:60])[CH2:54][C@H:53]2[CH:55]=[CH2:56])=[O:50])[O:41][C:31]2=[N:32][C:33]3[CH:34]=[CH:35][CH:36]=[CH:37][C:38]=3[C:39](O)=[C:30]2[CH2:29][CH2:28][CH2:27][CH2:26][CH2:25][C@@H:24]2[CH2:67][C@H:23]2[O:22][C:21](=[O:68])[NH:20]1)([CH3:18])([CH3:17])[CH3:16].C1(P(C2C=CC=CC=2)C2C=CC=CC=2)C=CC=CC=1, predict the reaction product. (3) The product is: [Cl:21][CH2:20][O:13][P:6](=[O:12])([O:7][C:8]([CH3:11])([CH3:10])[CH3:9])[O:5][C:1]([CH3:4])([CH3:2])[CH3:3]. Given the reactants [C:1]([O:5][P:6](=[O:13])([OH:12])[O:7][C:8]([CH3:11])([CH3:10])[CH3:9])([CH3:4])([CH3:3])[CH3:2].C([O-])(O)=O.[Na+].O.[CH2:20](Cl)[Cl:21], predict the reaction product. (4) Given the reactants [CH3:1][O:2][C:3]([NH:5][C:6]1[CH:11]=[CH:10][C:9]([NH:12][CH2:13][C@H:14]2[CH2:19][CH2:18][CH2:17][CH2:16][N:15]2[C:20](OC(C)(C)C)=O)=[C:8]([N+:27]([O-:29])=[O:28])[CH:7]=1)=[O:4].Cl.CC(O)=O.C=O.O.[BH-](OC(C)=O)(OC(C)=O)OC(C)=O.[Na+], predict the reaction product. The product is: [CH3:1][O:2][C:3](=[O:4])[NH:5][C:6]1[CH:11]=[CH:10][C:9]([NH:12][CH2:13][C@H:14]2[CH2:19][CH2:18][CH2:17][CH2:16][N:15]2[CH3:20])=[C:8]([N+:27]([O-:29])=[O:28])[CH:7]=1. (5) The product is: [C:9]([C:13]1[CH:18]=[CH:17][C:16]([C:2]2[CH:3]=[C:4]([CH:7]=[O:8])[S:5][CH:6]=2)=[CH:15][CH:14]=1)([CH3:12])([CH3:11])[CH3:10]. Given the reactants Br[C:2]1[CH:3]=[C:4]([CH:7]=[O:8])[S:5][CH:6]=1.[C:9]([C:13]1[CH:18]=[CH:17][C:16](B(O)O)=[CH:15][CH:14]=1)([CH3:12])([CH3:11])[CH3:10], predict the reaction product.